Dataset: Catalyst prediction with 721,799 reactions and 888 catalyst types from USPTO. Task: Predict which catalyst facilitates the given reaction. (1) Reactant: [Si]([O:8][CH2:9][CH2:10][N:11]1[C:23]2[C:22]3[N:21]=[CH:20][CH:19]=[CH:18][C:17]=3[N:16]=[C:15]([NH2:24])[C:14]=2[N:13]=[C:12]1[CH2:25][O:26][CH2:27][CH3:28])(C(C)(C)C)(C)C.Cl. Product: [NH2:24][C:15]1[C:14]2[N:13]=[C:12]([CH2:25][O:26][CH2:27][CH3:28])[N:11]([CH2:10][CH2:9][OH:8])[C:23]=2[C:22]2[N:21]=[CH:20][CH:19]=[CH:18][C:17]=2[N:16]=1. The catalyst class is: 8. (2) Reactant: [CH2:1]([O:3][C:4](=[O:32])[CH:5]([C:10]1[CH:11]=[C:12]([C:22]2[CH:27]=[CH:26][C:25]([C:28]([F:31])([F:30])[F:29])=[CH:24][CH:23]=2)[CH:13]=[C:14]([CH:16]2[CH2:21][CH2:20][CH2:19][NH:18][CH2:17]2)[CH:15]=1)[CH2:6][CH:7]([CH3:9])[CH3:8])[CH3:2].[CH3:33][S:34](Cl)(=[O:36])=[O:35].C(N(CC)CC)C. Product: [CH2:1]([O:3][C:4](=[O:32])[CH:5]([C:10]1[CH:11]=[C:12]([C:22]2[CH:23]=[CH:24][C:25]([C:28]([F:29])([F:30])[F:31])=[CH:26][CH:27]=2)[CH:13]=[C:14]([CH:16]2[CH2:21][CH2:20][CH2:19][N:18]([S:34]([CH3:33])(=[O:36])=[O:35])[CH2:17]2)[CH:15]=1)[CH2:6][CH:7]([CH3:9])[CH3:8])[CH3:2]. The catalyst class is: 2. (3) Reactant: [N+:1]([C:4]1[CH:9]=[CH:8][C:7]([C:10]2[C:18]3[C:13](=[CH:14][C:15]([NH2:19])=[CH:16][CH:17]=3)[NH:12][CH:11]=2)=[CH:6][CH:5]=1)([O-:3])=[O:2].[CH3:20][N:21]1[C:29]2[C:24](=[CH:25][C:26]([C:30](O)=[O:31])=[CH:27][CH:28]=2)[CH:23]=[CH:22]1.OC1C2N=NNC=2C=CC=1.C(N(CC)CC)C.Cl.C(N=C=NCCCN(C)C)C. Product: [CH3:20][N:21]1[C:29]2[C:24](=[CH:25][C:26]([C:30]([NH:19][C:15]3[CH:14]=[C:13]4[C:18]([C:10]([C:7]5[CH:8]=[CH:9][C:4]([N+:1]([O-:3])=[O:2])=[CH:5][CH:6]=5)=[CH:11][NH:12]4)=[CH:17][CH:16]=3)=[O:31])=[CH:27][CH:28]=2)[CH:23]=[CH:22]1. The catalyst class is: 18. (4) Reactant: [F:1][C:2]1[CH:3]=[C:4]([CH:9]=[CH:10][C:11]=1[O:12][CH:13]1[CH2:16][O:15][CH2:14]1)[C:5]([O:7]C)=[O:6].[OH-].[K+]. Product: [F:1][C:2]1[CH:3]=[C:4]([CH:9]=[CH:10][C:11]=1[O:12][CH:13]1[CH2:14][O:15][CH2:16]1)[C:5]([OH:7])=[O:6]. The catalyst class is: 5. (5) Product: [ClH:48].[O:32]=[C:31]([N:33]1[CH2:34][CH2:35][NH:36][CH2:37][CH2:38]1)[CH2:30][N:25]1[C:26]2[C:22](=[C:21]([C:18]3[N:17]=[C:16]([C:5]4[CH:6]=[CH:7][C:8]([O:9][C@@H:10]([CH3:15])[C:11]([F:12])([F:13])[F:14])=[C:3]([C:2]([F:47])([F:46])[F:1])[CH:4]=4)[O:20][N:19]=3)[CH:29]=[CH:28][CH:27]=2)[CH:23]=[CH:24]1. Reactant: [F:1][C:2]([F:47])([F:46])[C:3]1[CH:4]=[C:5]([C:16]2[O:20][N:19]=[C:18]([C:21]3[CH:29]=[CH:28][CH:27]=[C:26]4[C:22]=3[CH:23]=[CH:24][N:25]4[CH2:30][C:31]([N:33]3[CH2:38][CH2:37][N:36](C(OC(C)(C)C)=O)[CH2:35][CH2:34]3)=[O:32])[N:17]=2)[CH:6]=[CH:7][C:8]=1[O:9][C@@H:10]([CH3:15])[C:11]([F:14])([F:13])[F:12].[ClH:48].O1CCOCC1. The catalyst class is: 2.